From a dataset of Forward reaction prediction with 1.9M reactions from USPTO patents (1976-2016). Predict the product of the given reaction. Given the reactants [OH:1][C:2]1[C:7]([O:8][CH3:9])=[C:6]([O:10][CH3:11])[N:5]([CH2:12][C:13]2[CH:18]=[CH:17][C:16]([O:19][CH3:20])=[CH:15][CH:14]=2)[C:4](=[O:21])[C:3]=1[C:22]([O:24]C)=[O:23].[OH-].[Li+], predict the reaction product. The product is: [OH:1][C:2]1[C:7]([O:8][CH3:9])=[C:6]([O:10][CH3:11])[N:5]([CH2:12][C:13]2[CH:18]=[CH:17][C:16]([O:19][CH3:20])=[CH:15][CH:14]=2)[C:4](=[O:21])[C:3]=1[C:22]([OH:24])=[O:23].